This data is from Peptide-MHC class I binding affinity with 185,985 pairs from IEDB/IMGT. The task is: Regression. Given a peptide amino acid sequence and an MHC pseudo amino acid sequence, predict their binding affinity value. This is MHC class I binding data. The peptide sequence is EPEKDIREL. The MHC is HLA-B07:02 with pseudo-sequence HLA-B07:02. The binding affinity (normalized) is 0.401.